This data is from Catalyst prediction with 721,799 reactions and 888 catalyst types from USPTO. The task is: Predict which catalyst facilitates the given reaction. (1) Reactant: [CH3:1][C:2]1[S:6][C:5]([C:7]2[C:8]([O:18][C:19]3[CH:24]=[CH:23][C:22]([O:25][CH2:26][CH2:27][N:28]4[CH2:33][CH2:32][CH2:31][CH2:30][CH2:29]4)=[CH:21][CH:20]=3)=[C:9]3[C:14](=[CH:15][CH:16]=2)[CH:13]=[C:12]([OH:17])[CH:11]=[CH:10]3)=[CH:4][CH:3]=1.C(OCC)(=O)C.[C:40]1([CH3:50])[CH:45]=[CH:44][C:43]([S:46]([OH:49])(=[O:48])=[O:47])=[CH:42][CH:41]=1. The catalyst class is: 7. Product: [CH3:1][C:2]1[S:6][C:5]([C:7]2[C:8]([O:18][C:19]3[CH:24]=[CH:23][C:22]([O:25][CH2:26][CH2:27][N:28]4[CH2:33][CH2:32][CH2:31][CH2:30][CH2:29]4)=[CH:21][CH:20]=3)=[C:9]3[C:14](=[CH:15][CH:16]=2)[CH:13]=[C:12]([OH:17])[CH:11]=[CH:10]3)=[CH:4][CH:3]=1.[CH3:50][C:40]1[CH:41]=[CH:42][C:43]([S:46]([O-:49])(=[O:48])=[O:47])=[CH:44][CH:45]=1. (2) Reactant: [C:1](C(CCCCCCCCCN)C(O)=O)([O:3][CH2:4][CH:5]1[C:17]2[C:12](=[CH:13][CH:14]=[CH:15][CH:16]=2)[C:11]2[C:6]1=[CH:7][CH:8]=[CH:9][CH:10]=2)=[O:2].[OH:32][C:33]1[C:41]2N=NN[C:37]=2[CH:36]=[CH:35][CH:34]=1.Cl.CN(C)[CH2:45][CH2:46][CH2:47][N:48]=C=NCC.[NH2:54][CH2:55][CH2:56][CH:57]([O:61][CH2:62][CH3:63])[O:58][CH2:59][CH3:60].[CH:64](N(CC)C(C)C)(C)[CH3:65]. The catalyst class is: 7. Product: [CH2:59]([O:58][CH:57]([O:61][CH2:62][CH3:63])[CH2:56][CH2:55][NH:54][C:33](=[O:32])[CH2:41][CH2:37][CH2:36][CH2:35][CH2:34][CH2:64][CH2:65][CH2:45][CH2:46][CH2:47][NH:48][C:1](=[O:2])[O:3][CH2:4][CH:5]1[C:6]2[CH:7]=[CH:8][CH:9]=[CH:10][C:11]=2[C:12]2[C:17]1=[CH:16][CH:15]=[CH:14][CH:13]=2)[CH3:60].